From a dataset of Peptide-MHC class I binding affinity with 185,985 pairs from IEDB/IMGT. Regression. Given a peptide amino acid sequence and an MHC pseudo amino acid sequence, predict their binding affinity value. This is MHC class I binding data. The binding affinity (normalized) is 0.149. The peptide sequence is ALLAVGATK. The MHC is HLA-A33:01 with pseudo-sequence HLA-A33:01.